From a dataset of Catalyst prediction with 721,799 reactions and 888 catalyst types from USPTO. Predict which catalyst facilitates the given reaction. (1) Reactant: C[O:2][C:3](=[O:23])[C:4]1[CH:9]=[C:8]([C:10]([F:13])([F:12])[F:11])[CH:7]=[C:6]([S:14]([N:17]2[CH2:22][CH2:21][O:20][CH2:19][CH2:18]2)(=[O:16])=[O:15])[CH:5]=1.O.O.[OH-].[Li+].Cl. Product: [N:17]1([S:14]([C:6]2[CH:5]=[C:4]([CH:9]=[C:8]([C:10]([F:13])([F:11])[F:12])[CH:7]=2)[C:3]([OH:23])=[O:2])(=[O:15])=[O:16])[CH2:22][CH2:21][O:20][CH2:19][CH2:18]1. The catalyst class is: 155. (2) Reactant: [F:1][C:2]1[CH:7]=[C:6]([C:8]([F:11])([F:10])[F:9])[CH:5]=[CH:4][C:3]=1[C:12]1[N:16]=[N:15][N:14]([C:17]2[CH:22]=[CH:21][C:20]([O:23]C)=[CH:19][CH:18]=2)[C:13]=1[NH2:25].B(Br)(Br)Br.CO.[OH-].[Na+]. Product: [NH2:25][C:13]1[N:14]([C:17]2[CH:22]=[CH:21][C:20]([OH:23])=[CH:19][CH:18]=2)[N:15]=[N:16][C:12]=1[C:3]1[CH:4]=[CH:5][C:6]([C:8]([F:9])([F:10])[F:11])=[CH:7][C:2]=1[F:1]. The catalyst class is: 46. (3) Reactant: [NH:1]1[CH:8]=[CH:7][C:5](=[O:6])[NH:4][C:2]1=[O:3].S([O-])([O-])(=O)=O.[NH4+].[NH4+].C[Si](N[Si](C)(C)C)(C)C.[C:25]([O:33][CH2:34][C@@H:35]1[C@@H:39]([O:40][C:41](=[O:48])[C:42]2[CH:47]=[CH:46][CH:45]=[CH:44][CH:43]=2)[C@@:38]([Cl:50])([F:49])[CH:37](OS(C)(=O)=O)[O:36]1)(=[O:32])[C:26]1[CH:31]=[CH:30][CH:29]=[CH:28][CH:27]=1.[Si](OS(C(F)(F)F)(=O)=O)(C)(C)C. Product: [C:25]([O:33][CH2:34][C@@H:35]1[C@@H:39]([O:40][C:41](=[O:48])[C:42]2[CH:43]=[CH:44][CH:45]=[CH:46][CH:47]=2)[C@@:38]([Cl:50])([F:49])[C@H:37]([N:1]2[CH:8]=[CH:7][C:5](=[O:6])[NH:4][C:2]2=[O:3])[O:36]1)(=[O:32])[C:26]1[CH:31]=[CH:30][CH:29]=[CH:28][CH:27]=1. The catalyst class is: 26. (4) Reactant: [C:1]([O:5][C:6]([NH:8][CH2:9][CH2:10][CH:11]1CCCCN1)=[O:7])([CH3:4])([CH3:3])[CH3:2].[CH3:17][CH2:18][N:19]([CH:23]([CH3:25])C)[CH:20]([CH3:22])C.F[C:27]1[CH:32]=[CH:31]C=C[N:28]=1. Product: [C:1]([O:5][C:6]([NH:8][CH2:9][CH2:10][CH:11]1[CH2:17][CH2:18][N:19]([C:20]2[CH:22]=[CH:31][CH:32]=[CH:27][N:28]=2)[CH2:23][CH2:25]1)=[O:7])([CH3:2])([CH3:4])[CH3:3]. The catalyst class is: 23.